This data is from Full USPTO retrosynthesis dataset with 1.9M reactions from patents (1976-2016). The task is: Predict the reactants needed to synthesize the given product. (1) Given the product [O:1]=[C:2]1[N:6]([CH:7]2[CH2:12][CH2:11][N:10]([C@H:13]3[CH2:17][CH2:16][N:15]([C:18]([O:20][CH3:21])=[O:19])[CH2:14]3)[CH2:9][CH2:8]2)[C:5]2[CH:25]=[CH:26][CH:27]=[CH:28][C:4]=2[NH:3]1, predict the reactants needed to synthesize it. The reactants are: [O:1]=[C:2]1[N:6]([CH:7]2[CH2:12][CH2:11][N:10]([C@H:13]3[CH2:17][CH2:16][N:15]([C:18]([O:20][C:21](C)(C)C)=[O:19])[CH2:14]3)[CH2:9][CH2:8]2)[C:5]2[CH:25]=[CH:26][CH:27]=[CH:28][C:4]=2[NH:3]1.COC(=O)NCl. (2) Given the product [CH3:1][N:2]1[CH2:8][CH2:7][CH2:6][N:5]([C:9]2[N:14]=[C:13]([C:15]3[CH:16]=[C:17]([CH:20]=[CH:21][C:22]=3[F:23])[CH:18]=[C:33]3[S:32][C:31](=[O:39])[NH:35][C:34]3=[O:36])[CH:12]=[N:11][CH:10]=2)[CH2:4][CH2:3]1, predict the reactants needed to synthesize it. The reactants are: [CH3:1][N:2]1[CH2:8][CH2:7][CH2:6][N:5]([C:9]2[N:14]=[C:13]([C:15]3[CH:16]=[C:17]([CH:20]=[CH:21][C:22]=3[F:23])[CH:18]=O)[CH:12]=[N:11][CH:10]=2)[CH2:4][CH2:3]1.N1CCCCC1.S=[C:31]1[NH:35][C:34](=[O:36])[CH2:33][S:32]1.CC[OH:39]. (3) Given the product [ClH:46].[NH:25]1[CH2:24][CH2:23][CH:22]([C:16]2[CH:15]=[C:14]([NH:13][C:8]3[N:9]=[CH:10][C:11]4[S:12][C:4]([C:1]([NH2:2])=[O:3])=[C:5]([C:35]5[CH:40]=[CH:39][CH:38]=[CH:37][C:36]=5[O:41][C:42]([F:43])([F:44])[F:45])[C:6]=4[N:7]=3)[N:18]([CH:19]([CH3:21])[CH3:20])[N:17]=2)[CH2:27][CH2:26]1, predict the reactants needed to synthesize it. The reactants are: [C:1]([C:4]1[S:12][C:11]2[CH:10]=[N:9][C:8]([NH:13][C:14]3[N:18]([CH:19]([CH3:21])[CH3:20])[N:17]=[C:16]([CH:22]4[CH2:27][CH2:26][N:25](C(OC(C)(C)C)=O)[CH2:24][CH2:23]4)[CH:15]=3)=[N:7][C:6]=2[C:5]=1[C:35]1[CH:40]=[CH:39][CH:38]=[CH:37][C:36]=1[O:41][C:42]([F:45])([F:44])[F:43])(=[O:3])[NH2:2].[ClH:46]. (4) The reactants are: [Cl:1][C:2]1[N:7]=[C:6]([NH:8][CH:9]([C:13]2[CH:18]=[CH:17][CH:16]=[C:15](C)[CH:14]=2)[CH2:10][CH2:11][CH3:12])[CH:5]=[N:4][CH:3]=1.[CH3:20]C1(C)C(C)(C)OB(C2C=CC(O)=CC=2)O1.C(=O)([O-])[O-].[Na+].[Na+].C(OCC)(=O)C. Given the product [Cl:1][C:2]1[N:7]=[C:6]([NH:8][CH:9]([C:13]2[CH:14]=[CH:15][C:16]([CH3:20])=[CH:17][CH:18]=2)[CH2:10][CH2:11][CH3:12])[CH:5]=[N:4][CH:3]=1, predict the reactants needed to synthesize it. (5) Given the product [F:49][C:37]1[CH:38]=[C:39]([N:42]2[CH:47]=[CH:46][CH:45]=[CH:44][C:43]2=[O:48])[CH:40]=[CH:41][C:36]=1[NH:35][C:34]([N:8]1[CH2:12][CH2:11][C@H:10]([CH2:13][NH:14][C:15]([C:17]2[S:18][C:19]([Br:23])=[C:20]([CH3:22])[CH:21]=2)=[O:16])[CH2:9]1)=[O:33], predict the reactants needed to synthesize it. The reactants are: FC(F)(F)C(O)=O.[NH:8]1[CH2:12][CH2:11][C@H:10]([CH2:13][NH:14][C:15]([C:17]2[S:18][C:19]([Br:23])=[C:20]([CH3:22])[CH:21]=2)=[O:16])[CH2:9]1.[N+](C1C=CC([O:33][C:34](=O)[NH:35][C:36]2[CH:41]=[CH:40][C:39]([N:42]3[CH:47]=[CH:46][CH:45]=[CH:44][C:43]3=[O:48])=[CH:38][C:37]=2[F:49])=CC=1)([O-])=O.